From a dataset of Forward reaction prediction with 1.9M reactions from USPTO patents (1976-2016). Predict the product of the given reaction. (1) Given the reactants [C:9](O[C:9]([O:11][C:12]([CH3:15])([CH3:14])[CH3:13])=[O:10])([O:11][C:12]([CH3:15])([CH3:14])[CH3:13])=[O:10].[I:16][C:17]1[CH:18]=[C:19]2[C:24](=[CH:25][CH:26]=1)[O:23][C@@H:22]([CH2:27][NH:28][CH2:29][C@@H:30]([C:32]1[CH:33]=[N:34][CH:35]=[CH:36][CH:37]=1)[OH:31])[CH2:21][CH2:20]2, predict the reaction product. The product is: [OH:31][C@H:30]([C:32]1[CH:33]=[N:34][CH:35]=[CH:36][CH:37]=1)[CH2:29][N:28]([CH2:27][C@H:22]1[CH2:21][CH2:20][C:19]2[C:24](=[CH:25][CH:26]=[C:17]([I:16])[CH:18]=2)[O:23]1)[C:9](=[O:10])[O:11][C:12]([CH3:13])([CH3:14])[CH3:15]. (2) Given the reactants [O:1]1[C:5]2=[N:6][CH:7]=[C:8]([CH2:10][CH2:11][C:12]([NH:14][CH3:15])=O)[CH:9]=[C:4]2[CH:3]=[CH:2]1.[H-].[H-].[H-].[H-].[Li+].[Al+3], predict the reaction product. The product is: [O:1]1[C:5]2=[N:6][CH:7]=[C:8]([CH2:10][CH2:11][CH2:12][NH:14][CH3:15])[CH:9]=[C:4]2[CH:3]=[CH:2]1. (3) Given the reactants [CH3:1][O:2][C:3]([C:5]1[C:13]2[C:8](=[CH:9][CH:10]=[CH:11][CH:12]=2)[NH:7][CH:6]=1)=[O:4].C([O-])([O-])=O.[K+].[K+].Br[CH2:21][CH2:22][CH:23]([CH3:25])[CH3:24], predict the reaction product. The product is: [CH3:1][O:2][C:3]([C:5]1[C:13]2[C:8](=[CH:9][CH:10]=[CH:11][CH:12]=2)[N:7]([CH2:21][CH2:22][CH:23]([CH3:25])[CH3:24])[CH:6]=1)=[O:4]. (4) Given the reactants [CH:1]1([C:4]2[N:8]=[C:7]([C:9]3[C:13]4[CH2:14][O:15][CH2:16][CH2:17][C:12]=4[S:11][C:10]=3[NH2:18])[O:6][N:5]=2)[CH2:3][CH2:2]1.[C:19]12[C:27](=[O:28])[O:26][C:24](=[O:25])[C:20]=1[CH2:21][CH2:22][CH2:23]2, predict the reaction product. The product is: [CH:1]1([C:4]2[N:8]=[C:7]([C:9]3[C:13]4[CH2:14][O:15][CH2:16][CH2:17][C:12]=4[S:11][C:10]=3[NH:18][C:27]([C:19]3[CH2:23][CH2:22][CH2:21][C:20]=3[C:24]([OH:26])=[O:25])=[O:28])[O:6][N:5]=2)[CH2:3][CH2:2]1. (5) Given the reactants [C:1]1([C:7]2[CH:8]=[C:9]3[C:13](=[C:14]([C:16]([NH2:18])=[O:17])[CH:15]=2)[NH:12][CH:11]=[CH:10]3)[CH:6]=[CH:5][CH:4]=[CH:3][CH:2]=1.[C:19]1(=[O:24])[CH2:23][CH2:22][CH:21]=[CH:20]1, predict the reaction product. The product is: [O:24]=[C:19]1[CH2:23][CH2:22][CH:21]([C:10]2[C:9]3[C:13](=[C:14]([C:16]([NH2:18])=[O:17])[CH:15]=[C:7]([C:1]4[CH:6]=[CH:5][CH:4]=[CH:3][CH:2]=4)[CH:8]=3)[NH:12][CH:11]=2)[CH2:20]1. (6) Given the reactants Cl.[F:2][C:3]([F:16])([F:15])[C:4]1([C:10]([O:12][CH2:13][CH3:14])=[O:11])[CH2:9][CH2:8][NH:7][CH2:6][CH2:5]1.CCN(C(C)C)C(C)C.Cl[C:27]1[N:32]=[CH:31][C:30]([C:33]2[CH:34]=[C:35]([C:48]3[CH:53]=[CH:52][CH:51]=[CH:50][N:49]=3)[C:36]3[S:40][C:39]([NH:41][C:42]([NH:44][CH2:45][CH3:46])=[O:43])=[N:38][C:37]=3[CH:47]=2)=[CH:29][N:28]=1, predict the reaction product. The product is: [CH2:45]([NH:44][C:42](=[O:43])[NH:41][C:39]1[S:40][C:36]2[C:35]([C:48]3[CH:53]=[CH:52][CH:51]=[CH:50][N:49]=3)=[CH:34][C:33]([C:30]3[CH:31]=[N:32][C:27]([N:7]4[CH2:6][CH2:5][C:4]([C:3]([F:2])([F:15])[F:16])([C:10]([O:12][CH2:13][CH3:14])=[O:11])[CH2:9][CH2:8]4)=[N:28][CH:29]=3)=[CH:47][C:37]=2[N:38]=1)[CH3:46]. (7) Given the reactants [F:1][C:2]1[CH:7]=[CH:6][C:5]([F:8])=[CH:4][C:3]=1[C:9]1[S:13][C:12]([CH2:21][CH2:22][CH2:23][NH:24]C(=O)OC(C)(C)C)([C:14]2[CH:19]=[CH:18][CH:17]=[C:16]([OH:20])[CH:15]=2)[N:11]([C:32]2[S:33][C:34]([CH3:37])=[N:35][N:36]=2)[N:10]=1.Cl.CCOCC, predict the reaction product. The product is: [NH2:24][CH2:23][CH2:22][CH2:21][C:12]1([C:14]2[CH:15]=[C:16]([OH:20])[CH:17]=[CH:18][CH:19]=2)[N:11]([C:32]2[S:33][C:34]([CH3:37])=[N:35][N:36]=2)[N:10]=[C:9]([C:3]2[CH:4]=[C:5]([F:8])[CH:6]=[CH:7][C:2]=2[F:1])[S:13]1. (8) Given the reactants C(OC(=O)[NH:7][C:8]1[CH:13]=[C:12]([N:14]([CH2:16][CH:17]([CH3:19])[CH3:18])[CH3:15])[C:11]([Cl:20])=[CH:10][C:9]=1[NH:21][C:22](=[O:45])[CH2:23][C:24](=O)[C:25]1[CH:30]=[CH:29][CH:28]=[C:27]([N:31]2[C:35]([CH2:36][O:37]C3CCCCO3)=[CH:34][N:33]=[N:32]2)[CH:26]=1)(C)(C)C.C(O)(C(F)(F)F)=O, predict the reaction product. The product is: [Cl:20][C:11]1[C:12]([N:14]([CH2:16][CH:17]([CH3:19])[CH3:18])[CH3:15])=[CH:13][C:8]2[N:7]=[C:24]([C:25]3[CH:30]=[CH:29][CH:28]=[C:27]([N:31]4[C:35]([CH2:36][OH:37])=[CH:34][N:33]=[N:32]4)[CH:26]=3)[CH2:23][C:22](=[O:45])[NH:21][C:9]=2[CH:10]=1. (9) Given the reactants Cl.[F:2][C:3]([F:17])([F:16])[C:4]1[CH:9]=[CH:8][CH:7]=[CH:6][C:5]=1[CH:10]1[CH2:15][CH2:14][NH:13][CH2:12][CH2:11]1.[Cl:18][C:19]1[CH:20]=[CH:21][C:22]2[N:23]([CH:25]=[C:26]([C:28](OCC)=[O:29])[N:27]=2)[N:24]=1, predict the reaction product. The product is: [Cl:18][C:19]1[CH:20]=[CH:21][C:22]2[N:23]([CH:25]=[C:26]([C:28]([N:13]3[CH2:12][CH2:11][CH:10]([C:5]4[CH:6]=[CH:7][CH:8]=[CH:9][C:4]=4[C:3]([F:2])([F:16])[F:17])[CH2:15][CH2:14]3)=[O:29])[N:27]=2)[N:24]=1. (10) The product is: [CH3:3][O:4][C:5]1[CH:10]=[CH:9][C:8]([N+:11]([O-:13])=[O:12])=[CH:7][C:6]=1[N:14]([CH3:19])[C:15](=[O:18])[CH2:16][CH3:17]. Given the reactants N#N.[CH3:3][O:4][C:5]1[CH:10]=[CH:9][C:8]([N+:11]([O-:13])=[O:12])=[CH:7][C:6]=1[NH:14][C:15](=[O:18])[CH2:16][CH3:17].[CH2:19](O)C, predict the reaction product.